The task is: Regression. Given a peptide amino acid sequence and an MHC pseudo amino acid sequence, predict their binding affinity value. This is MHC class II binding data.. This data is from Peptide-MHC class II binding affinity with 134,281 pairs from IEDB. The peptide sequence is IKEKGKDKWIALKES. The MHC is DRB1_0301 with pseudo-sequence DRB1_0301. The binding affinity (normalized) is 0.0624.